This data is from CYP1A2 inhibition data for predicting drug metabolism from PubChem BioAssay. The task is: Regression/Classification. Given a drug SMILES string, predict its absorption, distribution, metabolism, or excretion properties. Task type varies by dataset: regression for continuous measurements (e.g., permeability, clearance, half-life) or binary classification for categorical outcomes (e.g., BBB penetration, CYP inhibition). Dataset: cyp1a2_veith. The drug is CCOC(=O)Cc1csc(NS(=O)(=O)c2ccccc2)n1. The result is 0 (non-inhibitor).